Dataset: Catalyst prediction with 721,799 reactions and 888 catalyst types from USPTO. Task: Predict which catalyst facilitates the given reaction. (1) Reactant: [CH2:1]([N:8]1[C:13](=[O:14])[C:12]2=[CH:15][CH:16]=[CH:17][N:11]2[N:10]=[C:9]1[CH:18]([NH:21][CH:22]1[CH2:27][CH2:26][CH2:25][CH2:24][CH2:23]1)[CH2:19][CH3:20])[C:2]1[CH:7]=[CH:6][CH:5]=[CH:4][CH:3]=1.[Cl:28][C:29]1[CH:37]=[CH:36][C:32]([C:33](Cl)=[O:34])=[CH:31][CH:30]=1.C(N(CC)CC)C. Product: [CH2:1]([N:8]1[C:13](=[O:14])[C:12]2=[CH:15][CH:16]=[CH:17][N:11]2[N:10]=[C:9]1[CH:18]([N:21]([CH:22]1[CH2:27][CH2:26][CH2:25][CH2:24][CH2:23]1)[C:33](=[O:34])[C:32]1[CH:36]=[CH:37][C:29]([Cl:28])=[CH:30][CH:31]=1)[CH2:19][CH3:20])[C:2]1[CH:3]=[CH:4][CH:5]=[CH:6][CH:7]=1. The catalyst class is: 22. (2) Reactant: [CH2:1]1[CH2:10][O:9][C:8]2[CH:7]=[CH:6][C:5]([SH:11])=[CH:4][C:3]=2[O:2]1.C(N(CC)CC)C.Br[CH2:20][C:21]1[CH:26]=[CH:25][C:24]([C:27](=[O:29])[CH3:28])=[CH:23][CH:22]=1.C(OCC)(=O)C. Product: [O:9]1[C:8]2[CH:7]=[CH:6][C:5]([S:11][CH2:20][C:21]3[CH:26]=[CH:25][C:24]([C:27](=[O:29])[CH3:28])=[CH:23][CH:22]=3)=[CH:4][C:3]=2[O:2][CH2:1][CH2:10]1. The catalyst class is: 1. (3) Reactant: C(OC(=O)C)(=O)C.[Br:8][C:9]1[CH:15]=[CH:14][C:12]([NH2:13])=[C:11]([CH3:16])[C:10]=1[CH3:17].C([O-])(=O)C.[K+].C1OCCOCCOCCOCCOCCOC1.[N:41](OC(C)(C)C)=O.Cl. Product: [Br:8][C:9]1[C:10]([CH3:17])=[C:11]2[C:12](=[CH:14][CH:15]=1)[NH:13][N:41]=[CH:16]2. The catalyst class is: 373. (4) Reactant: [Cl:1][C:2]1[CH:10]=[C:9]2[C:5]([CH:6]=[C:7]([CH2:11][O:12][C:13]3[CH:14]=[CH:15][C:16]([CH3:23])=[C:17]([CH:22]=3)[C:18]([O:20]C)=[O:19])[NH:8]2)=[CH:4][C:3]=1[C:24]1[CH:29]=[CH:28][C:27]([N:30]2[CH2:34][CH2:33][CH2:32][CH2:31]2)=[CH:26][CH:25]=1.[OH-].[Na+].O.Cl. Product: [Cl:1][C:2]1[CH:10]=[C:9]2[C:5]([CH:6]=[C:7]([CH2:11][O:12][C:13]3[CH:14]=[CH:15][C:16]([CH3:23])=[C:17]([CH:22]=3)[C:18]([OH:20])=[O:19])[NH:8]2)=[CH:4][C:3]=1[C:24]1[CH:29]=[CH:28][C:27]([N:30]2[CH2:34][CH2:33][CH2:32][CH2:31]2)=[CH:26][CH:25]=1. The catalyst class is: 36. (5) Reactant: [Al+3].[Cl-].[Cl-].[Cl-].[Cl:5][C:6]1[CH:7]=[C:8]([CH:27]=[CH:28][C:29]=1[F:30])[CH2:9][N:10]([CH2:21][CH:22](OC)OC)S(C1C=CC(C)=CC=1)(=O)=O. Product: [Cl:5][C:6]1[CH:7]=[C:8]2[C:27]([CH:22]=[CH:21][N:10]=[CH:9]2)=[CH:28][C:29]=1[F:30]. The catalyst class is: 4. (6) Reactant: [NH2:1][C:2]1[CH:7]=[CH:6][C:5]([C:8]([C:10]2[CH:19]=[CH:18][CH:17]=[CH:16][C:11]=2[C:12]([O:14][CH3:15])=[O:13])=[O:9])=[CH:4][C:3]=1N(C(OC(C)(C)C)=O)C.FC(F)(F)[C:31]([OH:33])=[O:32].[C:36](=O)(O)[O-].[Na+].Cl.CN(C)CC[CH2:46][N:47]=[C:48]=[N:49]CC. Product: [CH3:46][N:47]1[C:3]2[CH:4]=[C:5]([C:8]([C:10]3[CH:19]=[CH:18][CH:17]=[CH:16][C:11]=3[C:12]([O:14][CH3:15])=[O:13])=[O:9])[CH:6]=[CH:7][C:2]=2[N:1]=[C:48]1[NH:49][C:31]([O:33][CH3:36])=[O:32]. The catalyst class is: 120. (7) Reactant: C[N:2](C(ON1N=NC2C=CC=NC1=2)=[N+](C)C)C.F[P-](F)(F)(F)(F)F.[C:25]([O:29][C:30]([N:32]1[CH2:37][CH2:36][CH2:35][CH2:34][C@@H:33]1[C:38]([OH:40])=O)=[O:31])([CH3:28])([CH3:27])[CH3:26].[Cl-].[NH4+].CCN(C(C)C)C(C)C. Product: [NH2:2][C:38]([C@H:33]1[CH2:34][CH2:35][CH2:36][CH2:37][N:32]1[C:30]([O:29][C:25]([CH3:28])([CH3:27])[CH3:26])=[O:31])=[O:40]. The catalyst class is: 18.